This data is from Full USPTO retrosynthesis dataset with 1.9M reactions from patents (1976-2016). The task is: Predict the reactants needed to synthesize the given product. (1) Given the product [CH2:1]([P:3]([CH2:9][CH:10]([CH3:13])[CH:11]=[O:12])(=[O:8])[O:4][CH2:5][CH2:6][OH:7])[CH3:2], predict the reactants needed to synthesize it. The reactants are: [CH2:1]([P:3]([O-:8])[O:4][CH2:5][CH2:6][OH:7])[CH3:2].[CH3:9][C:10](=[CH2:13])[CH:11]=[O:12].[O-]CC.[Na+]. (2) Given the product [F:23][C:24]1[CH:25]=[C:26]2[C:30](=[CH:31][CH:32]=1)[NH:29][C:28](=[O:33])[C:27]2=[C:34]1[C:42]2[C:37](=[CH:38][C:39]([CH2:43][CH2:44][CH2:45][O:46][C:8]([C:10]34[CH2:19][CH:14]5[CH2:15][CH:16]([CH2:18][C:12]([N+:20]([O-:22])=[O:21])([CH2:13]5)[CH2:11]3)[CH2:17]4)=[O:9])=[CH:40][CH:41]=2)[CH2:36][O:35]1, predict the reactants needed to synthesize it. The reactants are: N1C=CC=CC=1S[C:8]([C:10]12[CH2:19][CH:14]3[CH2:15][CH:16]([CH2:18][C:12]([N+:20]([O-:22])=[O:21])([CH2:13]3)[CH2:11]1)[CH2:17]2)=[O:9].[F:23][C:24]1[CH:25]=[C:26]2[C:30](=[CH:31][CH:32]=1)[NH:29][C:28](=[O:33])[C:27]2=[C:34]1[C:42]2[C:37](=[CH:38][C:39]([CH2:43][CH2:44][CH2:45][OH:46])=[CH:40][CH:41]=2)[CH2:36][O:35]1.[NH4+].[Cl-].C([O-])(O)=O.[Na+]. (3) Given the product [Br:1][C:2]1[CH:3]=[C:4]2[C:9](=[CH:10][CH:11]=1)[C:8]([N:13]1[CH2:17][CH2:16][CH:15]([OH:18])[CH2:14]1)=[N:7][N:6]=[CH:5]2, predict the reactants needed to synthesize it. The reactants are: [Br:1][C:2]1[CH:3]=[C:4]2[C:9](=[CH:10][CH:11]=1)[C:8](Cl)=[N:7][N:6]=[CH:5]2.[NH:13]1[CH2:17][CH2:16][CH:15]([OH:18])[CH2:14]1.C(=O)([O-])[O-].[K+].[K+].